This data is from Reaction yield outcomes from USPTO patents with 853,638 reactions. The task is: Predict the reaction yield, written as a fraction of the theoretical maximum amount of product (1.0 means a 100% yield; for example, 0.34 means a 34% yield). The reactants are CS(C1C=CC(N2CCCC2)=C(C=1)C(O)=O)(=O)=O.Cl[C:20]1[CH:28]=[CH:27][C:26]([S:29]([CH2:32][CH3:33])(=[O:31])=[O:30])=[CH:25][C:21]=1[C:22]([OH:24])=[O:23].[NH:34]1[CH2:39][CH2:38][O:37][CH2:36][CH2:35]1. No catalyst specified. The product is [CH2:32]([S:29]([C:26]1[CH:27]=[CH:28][C:20]([N:34]2[CH2:39][CH2:38][O:37][CH2:36][CH2:35]2)=[C:21]([CH:25]=1)[C:22]([OH:24])=[O:23])(=[O:31])=[O:30])[CH3:33]. The yield is 0.770.